Dataset: Full USPTO retrosynthesis dataset with 1.9M reactions from patents (1976-2016). Task: Predict the reactants needed to synthesize the given product. (1) The reactants are: [CH2:1](Br)[CH:2]([CH3:4])[CH3:3].[OH:6][C:7]1[CH:17]=[CH:16][C:10]([C:11]([O:13]CC)=[O:12])=[CH:9][CH:8]=1.C(=O)([O-])[O-].[K+].[K+].C(OC1C=C(C=CC=1)C(O)=O)CC. Given the product [CH2:1]([O:6][C:7]1[CH:17]=[CH:16][C:10]([C:11]([OH:13])=[O:12])=[CH:9][CH:8]=1)[CH:2]([CH3:4])[CH3:3], predict the reactants needed to synthesize it. (2) Given the product [C:23]([CH2:24][NH:1][C:2]1[CH:9]=[CH:8][C:7]([O:10][CH3:11])=[CH:6][C:3]=1[C:4]#[N:5])#[N:15], predict the reactants needed to synthesize it. The reactants are: [NH2:1][C:2]1[CH:9]=[CH:8][C:7]([O:10][CH3:11])=[CH:6][C:3]=1[C:4]#[N:5].C=O.[C-]#[N:15].[K+].C([O-])([O-])=O.[Na+].[Na+].[C:23](O)(=O)[CH3:24]. (3) Given the product [CH2:19]([O:18][C:12]1[CH:13]=[CH:14][CH:15]=[C:16]([F:17])[C:11]=1[CH:2]1[N:1]([CH2:30][C:29]2[CH:32]=[CH:33][N:34]=[C:27]([C:25]3[S:26][C:22]([CH3:21])=[CH:23][N:24]=3)[CH:28]=2)[C:5](=[O:7])[CH:4]([CH3:10])[CH2:3]1)[CH3:20], predict the reactants needed to synthesize it. The reactants are: [NH2:1][CH:2]([C:11]1[C:16]([F:17])=[CH:15][CH:14]=[CH:13][C:12]=1[O:18][CH2:19][CH3:20])[CH2:3][CH:4]([CH3:10])[C:5]([O:7]CC)=O.[CH3:21][C:22]1[S:26][C:25]([C:27]2[CH:28]=[C:29]([CH:32]=[CH:33][N:34]=2)[CH:30]=O)=[N:24][CH:23]=1. (4) Given the product [C:1]([O:5][C:6]([N:8]1[CH2:13][CH2:12][CH:11]([C:14]([NH:16][NH:17][C:27](=[O:28])[CH2:26][Cl:25])=[O:15])[CH2:10][CH2:9]1)=[O:7])([CH3:4])([CH3:2])[CH3:3], predict the reactants needed to synthesize it. The reactants are: [C:1]([O:5][C:6]([N:8]1[CH2:13][CH2:12][CH:11]([C:14]([NH:16][NH2:17])=[O:15])[CH2:10][CH2:9]1)=[O:7])([CH3:4])([CH3:3])[CH3:2].CN1CCOCC1.[Cl:25][CH2:26][C:27](Cl)=[O:28]. (5) Given the product [C:16]([O:15][C:13]([C:12]1[C:11]([OH:10])=[C:23]([C:24]([F:27])([F:25])[F:26])[CH:22]=[CH:21][C:20]=1[CH2:28][O:29][C:30]1[CH:31]=[CH:32][C:33]([C:36]2[CH:41]=[CH:40][C:39]([CH2:42][C:43]([OH:45])=[O:44])=[C:38]([F:49])[CH:37]=2)=[CH:34][CH:35]=1)=[O:14])([CH3:19])([CH3:17])[CH3:18], predict the reactants needed to synthesize it. The reactants are: N1CCOCC1.C([O:10][C:11]1[C:23]([C:24]([F:27])([F:26])[F:25])=[CH:22][CH:21]=[C:20]([CH2:28][O:29][C:30]2[CH:35]=[CH:34][C:33]([C:36]3[CH:41]=[CH:40][C:39]([CH2:42][C:43]([O:45]CC=C)=[O:44])=[C:38]([F:49])[CH:37]=3)=[CH:32][CH:31]=2)[C:12]=1[C:13]([O:15][C:16]([CH3:19])([CH3:18])[CH3:17])=[O:14])C=C.O. (6) Given the product [CH2:18]([O:17][C:11]1[CH:10]=[C:9]([CH:3]([N:2]2[C:30](=[O:29])[C:25]3[C:26](=[CH:32][CH:33]=[CH:34][C:24]=3[NH:23][C:20](=[O:22])[CH3:21])[C:27]2=[O:28])[CH2:4][CH:5]([OH:8])[CH2:6][CH3:7])[CH:14]=[CH:13][C:12]=1[O:15][CH3:16])[CH3:19], predict the reactants needed to synthesize it. The reactants are: Cl.[NH2:2][CH:3]([C:9]1[CH:14]=[CH:13][C:12]([O:15][CH3:16])=[C:11]([O:17][CH2:18][CH3:19])[CH:10]=1)[CH2:4][CH:5]([OH:8])[CH2:6][CH3:7].[C:20]([NH:23][C:24]1[CH:34]=[CH:33][CH:32]=[C:26]2[C:27]([O:29][C:30](=O)[C:25]=12)=[O:28])(=[O:22])[CH3:21].C(N(CC)CC)C. (7) Given the product [F:1][C:2]1[C:3]2[C:4]([CH:46]([OH:47])[C:45]([O:49][CH2:50][CH3:51])=[O:48])=[C:5]3[C:14]4[N:15]=[C:16]([C:19]5[C:20]([N:39]([CH3:44])[S:40]([CH3:43])(=[O:42])=[O:41])=[CH:21][C:22]6[O:26][C:25]([C:27]7[CH:28]=[CH:29][C:30]([F:33])=[CH:31][CH:32]=7)=[C:24]([C:34](=[O:35])[NH:36][CH3:37])[C:23]=6[CH:38]=5)[CH:17]=[CH:18][C:13]=4[O:12][CH2:11][N:6]3[C:7]=2[CH:8]=[CH:9][CH:10]=1, predict the reactants needed to synthesize it. The reactants are: [F:1][C:2]1[C:3]2[CH:4]=[C:5]3[C:14]4[N:15]=[C:16]([C:19]5[C:20]([N:39]([CH3:44])[S:40]([CH3:43])(=[O:42])=[O:41])=[CH:21][C:22]6[O:26][C:25]([C:27]7[CH:32]=[CH:31][C:30]([F:33])=[CH:29][CH:28]=7)=[C:24]([C:34]([NH:36][CH3:37])=[O:35])[C:23]=6[CH:38]=5)[CH:17]=[CH:18][C:13]=4[O:12][CH2:11][N:6]3[C:7]=2[CH:8]=[CH:9][CH:10]=1.[C:45]([O:49][CH2:50][CH3:51])(=[O:48])[CH:46]=[O:47].